Predict the product of the given reaction. From a dataset of Forward reaction prediction with 1.9M reactions from USPTO patents (1976-2016). (1) Given the reactants [N:1]1[C:6]2[S:7][CH:8]=[CH:9][C:5]=2[C:4](O)=[N:3][CH:2]=1.S(Cl)([Cl:13])=O, predict the reaction product. The product is: [Cl:13][C:4]1[C:5]2[CH:9]=[CH:8][S:7][C:6]=2[N:1]=[CH:2][N:3]=1. (2) Given the reactants C1(P(C2C=CC=CC=2)C2C=CC=CC=2)C=CC=CC=1.[CH3:20][N:21]([CH3:25])[CH2:22][CH2:23][OH:24].O[C:27]1[CH:28]=[N:29][C:30]([C:33]2[CH:34]=[C:35]([CH:48]=[CH:49][CH:50]=2)[CH2:36][N:37]2[C:41]3=[N:42][C:43]([CH3:46])=[CH:44][CH:45]=[C:40]3[O:39][C:38]2=[O:47])=[N:31][CH:32]=1.N(C(OC(C)(C)C)=O)=NC(OC(C)(C)C)=O, predict the reaction product. The product is: [CH3:20][N:21]([CH3:25])[CH2:22][CH2:23][O:24][C:27]1[CH:32]=[N:31][C:30]([C:33]2[CH:34]=[C:35]([CH:48]=[CH:49][CH:50]=2)[CH2:36][N:37]2[C:41]3=[N:42][C:43]([CH3:46])=[CH:44][CH:45]=[C:40]3[O:39][C:38]2=[O:47])=[N:29][CH:28]=1. (3) Given the reactants [CH2:1]([C:3]1[CH:4]=[N:5][C:6]([N:9]2[CH2:14][CH2:13][CH:12]([N:15]3[CH2:19][CH2:18][C@H:17]([NH:20]C(=O)OC(C)(C)C)[C:16]3=[O:28])[CH2:11][CH2:10]2)=[N:7][CH:8]=1)[CH3:2], predict the reaction product. The product is: [NH2:20][C@H:17]1[CH2:18][CH2:19][N:15]([CH:12]2[CH2:13][CH2:14][N:9]([C:6]3[N:7]=[CH:8][C:3]([CH2:1][CH3:2])=[CH:4][N:5]=3)[CH2:10][CH2:11]2)[C:16]1=[O:28]. (4) Given the reactants [Cl:1][C:2]1[CH:20]=[CH:19][C:5]2=[C:6]([CH2:15][CH2:16][C:17]#[N:18])[CH:7]=[C:8]3[C:13]([CH:12]=[N+:11]([O-])[CH:10]=[CH:9]3)=[C:4]2[CH:3]=1.C([O-])(=[O:23])C.Cl.O, predict the reaction product. The product is: [Cl:1][C:2]1[CH:20]=[CH:19][C:5]2=[C:6]([CH2:15][CH2:16][C:17]#[N:18])[CH:7]=[C:8]3[C:13]([C:12](=[O:23])[NH:11][CH:10]=[CH:9]3)=[C:4]2[CH:3]=1. (5) Given the reactants [H-].[Na+].[Br:3][C:4]1[CH:9]=[CH:8][C:7]([N:10]2[C:21]3[C:13](=[C:14]4[N:18]([C:19](=[O:23])[C:20]=3[F:22])[CH2:17][CH2:16][CH2:15]4)[NH:12][C:11]2=[O:24])=[C:6]([F:25])[CH:5]=1.[CH:26]1([S:29](Cl)(=[O:31])=[O:30])[CH2:28][CH2:27]1, predict the reaction product. The product is: [Br:3][C:4]1[CH:9]=[CH:8][C:7]([N:10]2[C:21]3[C:13](=[C:14]4[N:18]([C:19](=[O:23])[C:20]=3[F:22])[CH2:17][CH2:16][CH2:15]4)[N:12]([S:29]([CH:26]3[CH2:28][CH2:27]3)(=[O:31])=[O:30])[C:11]2=[O:24])=[C:6]([F:25])[CH:5]=1. (6) The product is: [F:34][CH2:32][CH2:33][CH2:36][O:1][CH:2]1[C:7]([O:8][CH3:9])([O:10][CH3:11])[CH2:6][CH2:5][N:4]([C:12]([O:14][C:15]([CH3:18])([CH3:17])[CH3:16])=[O:13])[CH2:3]1. Given the reactants [OH:1][CH:2]1[C:7]([O:10][CH3:11])([O:8][CH3:9])[CH2:6][CH2:5][N:4]([C:12]([O:14][C:15]([CH3:18])([CH3:17])[CH3:16])=[O:13])[CH2:3]1.[H-].[Na+].C1(C)C=CC(S(OC[CH:32]([F:34])[CH3:33])(=O)=O)=CC=1.[CH3:36]N(C=O)C, predict the reaction product. (7) Given the reactants [NH2:1][C:2]1[N:7]=[CH:6][N:5]=[C:4]2[N:8]([CH:24]3[CH2:29][CH2:28][C:27](=O)[CH2:26][CH2:25]3)[N:9]=[C:10]([C:11]3[CH:12]=[N:13][C:14]([O:17][C:18]4[CH:23]=[CH:22][CH:21]=[CH:20][CH:19]=4)=[CH:15][CH:16]=3)[C:3]=12.[CH3:31][N:32]1[CH2:37][CH2:36][NH:35][CH2:34][CH2:33]1.C(O)(=O)C.C(O[BH-](OC(=O)C)OC(=O)C)(=O)C.[Na+], predict the reaction product. The product is: [CH3:31][N:32]1[CH2:37][CH2:36][N:35]([C@@H:27]2[CH2:26][CH2:25][C@H:24]([N:8]3[C:4]4=[N:5][CH:6]=[N:7][C:2]([NH2:1])=[C:3]4[C:10]([C:11]4[CH:12]=[N:13][C:14]([O:17][C:18]5[CH:19]=[CH:20][CH:21]=[CH:22][CH:23]=5)=[CH:15][CH:16]=4)=[N:9]3)[CH2:29][CH2:28]2)[CH2:34][CH2:33]1. (8) The product is: [OH:11][C:12]1[C:19]([CH3:20])=[CH:18][CH:17]=[CH:16][C:13]=1[CH2:14][NH:15][C:2]1[N:10]=[CH:9][N:8]=[C:7]2[C:3]=1[NH:4][CH:5]=[N:6]2. Given the reactants Cl[C:2]1[N:10]=[CH:9][N:8]=[C:7]2[C:3]=1[NH:4][CH:5]=[N:6]2.[OH:11][C:12]1[C:19]([CH3:20])=[CH:18][CH:17]=[CH:16][C:13]=1[CH2:14][NH2:15].C(N(CC)CC)C, predict the reaction product. (9) Given the reactants [F:1][C:2]1[CH:28]=[CH:27][C:5]([CH2:6][O:7][C:8]2[CH:9]=[C:10]([CH2:23][C:24](O)=[O:25])[CH:11]=[C:12]([O:14][CH2:15][C:16]3[CH:21]=[CH:20][C:19]([F:22])=[CH:18][CH:17]=3)[CH:13]=2)=[CH:4][CH:3]=1.C(N1C=CN=C1)(N1C=CN=C1)=O.N1C=CN=C1.[H-].[Na+].[NH2:48][C:49]1[S:50][S:51][C:52](=[S:54])[N:53]=1.O.[Cl-].[NH4+], predict the reaction product. The product is: [F:1][C:2]1[CH:28]=[CH:27][C:5]([CH2:6][O:7][C:8]2[CH:9]=[C:10]([CH2:23][C:24]([NH:48][C:49]3[S:50][S:51][C:52](=[S:54])[N:53]=3)=[O:25])[CH:11]=[C:12]([O:14][CH2:15][C:16]3[CH:21]=[CH:20][C:19]([F:22])=[CH:18][CH:17]=3)[CH:13]=2)=[CH:4][CH:3]=1. (10) Given the reactants Br[C:2]1[CH:7]=[CH:6][C:5]([C:8]([F:11])([F:10])[F:9])=[CH:4][CH:3]=1.[CH2:12]([O:14][C:15]([C:17]1[N:18]=[C:19]([C:22]2[CH:27]=[CH:26][C:25]([Cl:28])=[CH:24][CH:23]=2)[S:20][CH:21]=1)=[O:16])[CH3:13].C(=O)([O-])[O-].[Cs+].[Cs+].C1(P(C2C=CC=CC=2)C2C=CC3C(=CC=CC=3)C=2C2C3C(=CC=CC=3)C=CC=2P(C2C=CC=CC=2)C2C=CC=CC=2)C=CC=CC=1, predict the reaction product. The product is: [CH2:12]([O:14][C:15]([C:17]1[N:18]=[C:19]([C:22]2[CH:23]=[CH:24][C:25]([Cl:28])=[CH:26][CH:27]=2)[S:20][C:21]=1[C:2]1[CH:7]=[CH:6][C:5]([C:8]([F:11])([F:10])[F:9])=[CH:4][CH:3]=1)=[O:16])[CH3:13].